This data is from Aqueous solubility values for 9,982 compounds from the AqSolDB database. The task is: Regression/Classification. Given a drug SMILES string, predict its absorption, distribution, metabolism, or excretion properties. Task type varies by dataset: regression for continuous measurements (e.g., permeability, clearance, half-life) or binary classification for categorical outcomes (e.g., BBB penetration, CYP inhibition). For this dataset (solubility_aqsoldb), we predict Y. (1) The drug is COCCOCCOCCOC. The Y is 0.749 log mol/L. (2) The drug is CC(C)CC1OCCO1. The Y is -0.369 log mol/L. (3) The drug is CCCC(CC)CCCCCCCN. The Y is -3.70 log mol/L. (4) The compound is CCCCCOP(=O)(OCC)OCC. The Y is -1.48 log mol/L. (5) The molecule is CCCC(C)(C)C. The Y is -4.36 log mol/L. (6) The drug is CNC(=O)CCSCCSP(=O)(OC)OC. The Y is 0.542 log mol/L. (7) The molecule is NNC(=O)c1cccnc1. The Y is -0.137 log mol/L. (8) The compound is CC(=O)CC(C)=O. The Y is 0.186 log mol/L. (9) The compound is COc1cc(Cl)c(Cl)cc1O. The Y is -2.53 log mol/L.